Dataset: Full USPTO retrosynthesis dataset with 1.9M reactions from patents (1976-2016). Task: Predict the reactants needed to synthesize the given product. (1) Given the product [CH3:1][C:2]1([CH3:34])[CH2:32][C:31](=[O:33])[C:5]2[C:6]([C:9]([NH:11][C:12]3[CH:13]=[CH:14][C:15]([N:18]4[CH2:19][CH2:20][NH:21][CH2:22][CH2:23]4)=[CH:16][N:17]=3)=[O:10])=[CH:7][O:8][C:4]=2[CH2:3]1, predict the reactants needed to synthesize it. The reactants are: [CH3:1][C:2]1([CH3:34])[CH2:32][C:31](=[O:33])[C:5]2[C:6]([C:9]([NH:11][C:12]3[N:17]=[CH:16][C:15]([N:18]4[CH2:23][CH2:22][N:21](C(OC(C)(C)C)=O)[CH2:20][CH2:19]4)=[CH:14][CH:13]=3)=[O:10])=[CH:7][O:8][C:4]=2[CH2:3]1.O1CCOCC1.C(=O)([O-])[O-].[K+].[K+]. (2) The reactants are: C(OC([NH:8][CH2:9][CH2:10][CH2:11][NH:12][C:13](=[O:32])[NH:14][C:15]1[CH:16]=[C:17]([C:21]([OH:31])([C:25]2[CH:30]=[CH:29][CH:28]=[CH:27][CH:26]=2)[C:22]([OH:24])=[O:23])[CH:18]=[CH:19][CH:20]=1)=O)(C)(C)C.N1(C(N2C=CN=C2)=O)C=CN=C1.[CH2:45]([N:52]1[CH2:57][CH2:56][CH:55]([CH2:58]O)[CH2:54][CH2:53]1)[C:46]1[CH:51]=[CH:50][CH:49]=[CH:48][CH:47]=1. Given the product [NH2:8][CH2:9][CH2:10][CH2:11][NH:12][C:13](=[O:32])[NH:14][C:15]1[CH:16]=[C:17]([C:21]([OH:31])([C:25]2[CH:30]=[CH:29][CH:28]=[CH:27][CH:26]=2)[C:22]([O:24][CH2:58][CH:55]2[CH2:54][CH2:53][N:52]([CH2:45][C:46]3[CH:51]=[CH:50][CH:49]=[CH:48][CH:47]=3)[CH2:57][CH2:56]2)=[O:23])[CH:18]=[CH:19][CH:20]=1, predict the reactants needed to synthesize it. (3) The reactants are: [CH2:1](N(CC)C(C1C=C(C2C=NN(CCCO)C=2)C=CC=1NC1C(C(F)(F)F)=CN=C(NC2C=CC(CP(=O)(O)OCC)=CC=2OC)N=1)=O)[CH3:2].[OH:50][CH2:51][CH2:52][CH2:53][CH2:54][N:55]1[CH:59]=[C:58]([C:60]2[N:65]=[C:64]([C:66](=[O:69])[NH:67][CH3:68])[C:63]([NH:70][C:71]3[C:76]([C:77]([F:80])([F:79])[F:78])=[CH:75][N:74]=[C:73]([NH:81][C:82]4[CH:92]=[CH:91][C:85]([CH2:86][P:87](=[O:90])([O-:89])[O-:88])=[CH:84][CH:83]=4)[N:72]=3)=[CH:62][CH:61]=2)[CH:57]=[N:56]1. Given the product [OH:50][CH2:51][CH2:52][CH2:53][CH2:54][N:55]1[CH:59]=[C:58]([C:60]2[N:65]=[C:64]([C:66](=[O:69])[NH:67][CH3:68])[C:63]([NH:70][C:71]3[C:76]([C:77]([F:79])([F:80])[F:78])=[CH:75][N:74]=[C:73]([NH:81][C:82]4[CH:83]=[CH:84][C:85]([CH2:86][P:87](=[O:89])([OH:88])[O:90][CH2:1][CH3:2])=[CH:91][CH:92]=4)[N:72]=3)=[CH:62][CH:61]=2)[CH:57]=[N:56]1, predict the reactants needed to synthesize it. (4) Given the product [N:3]1[CH:4]=[CH:5][N:6]2[CH:11]=[CH:10][C:9]([CH2:12][OH:13])=[CH:8][C:7]=12, predict the reactants needed to synthesize it. The reactants are: [AlH4-].[Li+].[N:3]1[CH:4]=[CH:5][N:6]2[CH:11]=[CH:10][C:9]([C:12](OCC)=[O:13])=[CH:8][C:7]=12.